Task: Regression. Given two drug SMILES strings and cell line genomic features, predict the synergy score measuring deviation from expected non-interaction effect.. Dataset: NCI-60 drug combinations with 297,098 pairs across 59 cell lines Drug 1: CCC(=C(C1=CC=CC=C1)C2=CC=C(C=C2)OCCN(C)C)C3=CC=CC=C3.C(C(=O)O)C(CC(=O)O)(C(=O)O)O. Drug 2: C1C(C(OC1N2C=NC(=NC2=O)N)CO)O. Cell line: SR. Synergy scores: CSS=20.3, Synergy_ZIP=2.22, Synergy_Bliss=2.33, Synergy_Loewe=-15.4, Synergy_HSA=1.83.